From a dataset of Drug-target binding data from BindingDB using IC50 measurements. Regression. Given a target protein amino acid sequence and a drug SMILES string, predict the binding affinity score between them. We predict pIC50 (pIC50 = -log10(IC50 in M); higher means more potent). Dataset: bindingdb_ic50. (1) The small molecule is O=C(c1ccc(C(=O)N2CCC(N3CCCC3)C2)cc1)N1CCC(N2CCCC2)CC1. The target protein (O95931) has sequence MELSAIGEQVFAVESIRKKRVRKGKVEYLVKWKGWPPKYSTWEPEEHILDPRLVMAYEEKEERDRASGYRKRGPKPKRLLLQRLYSMDLRSSHKAKGKEKLCFSLTCPLGSGSPEGVVKAGAPELVDKGPLVPTLPFPLRKPRKAHKYLRLSRKKFPPRGPNLESHSHRRELFLQEPPAPDVLQAAGEWEPAAQPPEEEADADLAEGPPPWTPALPSSEVTVTDITANSITVTFREAQAAEGFFRDRSGKF. The pIC50 is 5.0. (2) The drug is CC[C@@H](C)[C@@H](N)C(=O)N[C@H](CC(C)C)C(=O)NCC(=O)N[C@H](Cc1cnc[nH]1)C(=O)N[C@H](CCCNC(N)=O)C(=O)N[C@H](CC(=O)O)C(=O)N[C@H](Cc1ccc(O)cc1)C(=O)N[C@H](CCCCN)C(=O)O. The target protein (P43117) has sequence MSMNSSKQPVSPAAGLIANTTCQTENRLSVFFSIIFMTVGILSNSLAIAILMKAYQRFRQKSKASFLLLASGLVITDFFGHLINGGIAVFVYASDKDWIRFDQSNILCSIFGISMVFSGLCPLFLGSAMAIERCIGVTNPIFHSTKITSKHVKMILSGVCMFAVFVAVLPILGHRDYQIQASRTWCFYNTEHIEDWEDRFYLLFFSFLGLLALGVSFSCNAVTGVTLLRVKFRSQQHRQGRSHHLEMIIQLLAIMCVSCVCWSPFLVTMANIAINGNNSPVTCETTLFALRMATWNQILDPWVYILLRKAVLRNLYKLASRCCGVNIISLHIWELSSIKNSLKVAAISESPAAEKESQQASSEAGL. The pIC50 is 7.9. (3) The compound is C[C@@H](Oc1nc(-c2cnn(C(C)(C)C)c2)cc2ncn(C)c12)[C@H]1CNC(=O)C1. The target protein sequence is MAQKENSYPWPYGRQTAPSGLSTLPQRVLRKEPVTPSALVLMSRSNVQPTAAPGQKVMENSSGTPDILTRHFTIDDFEIGRPLGKGKFGNVYLAREKKSHFIVALKVLFKSQIEKEGVEHQLRREIEIQAHLHHPNILRLYNYFYDRRRIYLILEYAPRGELYKELQKSCTFDEQRTATIMEELADALMYCHGKKVIHRDIKPENLLLGLKGELKIADFGWSVHAPSLRRKTMCGTLDYLPPEMIEGRMHNEKVDLWCIGVLCYELLVGNPPFESASHNETYRRIVKVDLKFPASVPMGAQDLISKLLRHNPSERLPLAQVSAHPWVRANSRRVLPPSALQ. The pIC50 is 5.8. (4) The compound is Cc1ccc(C(=O)Nc2ccc(S(=O)(=O)O)c3cc(S(=O)(=O)O)cc(S(=O)(=O)O)c23)cc1NC(=O)c1cccc(NC(=O)Nc2cccc(C(=O)Nc3cc(C(=O)Nc4ccc(S(=O)(=O)O)c5cc(S(=O)(=O)O)cc(S(=O)(=O)O)c45)ccc3C)c2)c1. The target protein sequence is MGNRIPEEVVEQIRTSSDIVEVIGEYVQLRKQGRNYFGLCPFHGENSPSFSVSSDKQIFHCFGCGEGGNVFSFLMKMEGLAFTEAVQKLGERNGIAVAEYTSGQGQQEDISDDTVIMQQAHELLKKYYHHLLVNTEEGNEALSYLLKRGITKEMIEKFEIGYASPAWDAATKILQKRGLSLSSMEQAGLLIRSEKDGSHYDRFRGRVMFPIYTLQGKVIAFSGRALGDDTPKYLNSPETPIFHKSKLLYNFHQARPFIRKRGQVVLFEGYADVLAAVKSGVEEAVATMGTALTEEQAKLLRRNVETVVLCYDGDKAGREATMKAGQLLLQVGCQVKVTSLPDKLDPDEYVQQYGTTAFENLVKSSISFVGFKINYLRLGKNLQDESGKEEYVKSVLKELSLLQDAMQAESYLKSLSQEFSYSMETLLNQLHQYRKEQKVQQKQVKQVSKPSQIVQTKPKLTGFERAEREIIYHMLQSPEVAVRMESHIEDFHTEEHKGIL.... The pIC50 is 5.1. (5) The compound is CC(=O)Nc1cccc(CNC(=O)C2CCN([C@H](C)c3cccc4ccccc34)CC2)c1. The target protein (P40818) has sequence MPAVASVPKELYLSSSLKDLNKKTEVKPEKISTKSYVHSALKIFKTAEECRLDRDEERAYVLYMKYVTVYNLIKKRPDFKQQQDYFHSILGPGNIKKAVEEAERLSESLKLRYEEAEVRKKLEEKDRQEEAQRLQQKRQETGREDGGTLAKGSLENVLDSKDKTQKSNGEKNEKCETKEKGAITAKELYTMMTDKNISLIIMDARRMQDYQDSCILHSLSVPEEAISPGVTASWIEAHLPDDSKDTWKKRGNVEYVVLLDWFSSAKDLQIGTTLRSLKDALFKWESKTVLRNEPLVLEGGYENWLLCYPQYTTNAKVTPPPRRQNEEVSISLDFTYPSLEESIPSKPAAQTPPASIEVDENIELISGQNERMGPLNISTPVEPVAASKSDVSPIIQPVPSIKNVPQIDRTKKPAVKLPEEHRIKSESTNHEQQSPQSGKVIPDRSTKPVVFSPTLMLTDEEKARIHAETALLMEKNKQEKELRERQQEEQKEKLRKEEQE.... The pIC50 is 4.0. (6) The compound is N[C@H]1C[C@@H](N2Cc3[nH]nc(NC(=O)C4CC4)c3C2)CO[C@@H]1c1cc(F)ccc1F. The target protein (A5D7B7) has sequence MKTWLKIVFGVATSAVLALLVMCIVLRPSRVHNSEESTTRALTLKDILNGTFSYKTFFPNWISGQEYLHQSTDNNVVFYNIETGESYTILSNTTMKSVNASNYGLSPDRQFAYLESDYSKLWRYSYTATYHIYDLTNGEFIRRNELPRPIQYLCWSPVGSKLAYVYQNNIYLKQRPEDPPFQITYNGKENKIFNGIPDWVYEEEMLATKYALWWSPNGKFLAYAEFNDTEIPVIAYSYYGDEQYPRTINIPYPKAGAKNPVVRIFIIDATYPEHIGPREVPVPAMIASSDYYFSWLTWVTDDRICLQWLKRIQNVSVLSTCDFREDWQTWNCPKTQEHIEESRTGWAGGFFVSTPVFSHDTISYYKIFSDKDGYKHIHYIRDTVENAIQITSGKWEAINIFRVTQDSLFYSSNEFEGYPGRRNIYRISIGSHSPSKKCITCHLRKKRCQYYTASFSDYAKYYALVCYGPGLPISTLHDGRTDQEIKILEDNKELENALKN.... The pIC50 is 4.7.